This data is from Reaction yield outcomes from USPTO patents with 853,638 reactions. The task is: Predict the reaction yield, written as a fraction of the theoretical maximum amount of product (1.0 means a 100% yield; for example, 0.34 means a 34% yield). (1) The reactants are [NH2:1][C:2]1[CH:25]=[CH:24][C:23]([N:26]2[CH2:31][CH2:30][CH2:29][CH2:28][CH2:27]2)=[CH:22][C:3]=1[C:4]([NH:6][C:7]1[CH:11]=[CH:10][N:9]([C:12]2[CH:17]=[CH:16][CH:15]=[C:14]([C:18]([F:21])([F:20])[F:19])[CH:13]=2)[N:8]=1)=[O:5].[Cl:32][CH2:33][C:34]1[N:39]=[C:38]([C:40](O)=[O:41])[CH:37]=[CH:36][CH:35]=1.CCN=C=NCCCN(C)C.Cl. The catalyst is ClCCl.CN(C)C1C=CN=CC=1. The product is [Cl:32][CH2:33][C:34]1[N:39]=[C:38]([C:40]([NH:1][C:2]2[CH:25]=[CH:24][C:23]([N:26]3[CH2:31][CH2:30][CH2:29][CH2:28][CH2:27]3)=[CH:22][C:3]=2[C:4](=[O:5])[NH:6][C:7]2[CH:11]=[CH:10][N:9]([C:12]3[CH:17]=[CH:16][CH:15]=[C:14]([C:18]([F:20])([F:21])[F:19])[CH:13]=3)[N:8]=2)=[O:41])[CH:37]=[CH:36][CH:35]=1. The yield is 0.750. (2) The reactants are [Cl:1][C:2]1[C:3]([C:26]2[C:34]3[C:29](=[CH:30][CH:31]=[CH:32][CH:33]=3)[N:28](S(C3C=CC=CC=3)(=O)=O)[CH:27]=2)=[N:4][C:5]([NH:8][CH:9]2[CH2:14][N:13]([C:15]([O:17][C:18]([CH3:21])([CH3:20])[CH3:19])=[O:16])[CH2:12][CH:11]([C:22]([O:24]C)=[O:23])[CH2:10]2)=[N:6][CH:7]=1.C([O-])([O-])=O.[K+].[K+].O. The catalyst is CO. The product is [C:18]([O:17][C:15]([N:13]1[CH2:14][CH:9]([NH:8][C:5]2[N:4]=[C:3]([C:26]3[C:34]4[C:29](=[CH:30][CH:31]=[CH:32][CH:33]=4)[NH:28][CH:27]=3)[C:2]([Cl:1])=[CH:7][N:6]=2)[CH2:10][CH:11]([C:22]([OH:24])=[O:23])[CH2:12]1)=[O:16])([CH3:21])([CH3:19])[CH3:20]. The yield is 0.942. (3) The reactants are [CH3:1][C:2]1[CH:10]=[CH:9][C:5]2[N:6]=[CH:7][O:8][C:4]=2[CH:3]=1.[Br:11]N1C(=O)CCC1=O. The catalyst is C(Cl)(Cl)(Cl)Cl.C(OOC(=O)C1C=CC=CC=1)(=O)C1C=CC=CC=1. The product is [Br:11][CH2:1][C:2]1[CH:10]=[CH:9][C:5]2[N:6]=[CH:7][O:8][C:4]=2[CH:3]=1. The yield is 0.280. (4) The reactants are Br[C:2]1[N:3]=[C:4]([NH:11][C:12]2[CH:13]=[N:14][N:15]([CH:17]([CH3:19])[CH3:18])[CH:16]=2)[C:5]2[N:6]([CH:8]=[CH:9][N:10]=2)[CH:7]=1.[NH:20]1[C:28]2[C:23](=[CH:24][CH:25]=[C:26](B(O)O)[CH:27]=2)[CH:22]=[N:21]1. The catalyst is C(=O)([O-])[O-].[Na+].[Na+].O1CCOCC1.C(Cl)Cl.O.C1C=CC([P]([Pd]([P](C2C=CC=CC=2)(C2C=CC=CC=2)C2C=CC=CC=2)([P](C2C=CC=CC=2)(C2C=CC=CC=2)C2C=CC=CC=2)[P](C2C=CC=CC=2)(C2C=CC=CC=2)C2C=CC=CC=2)(C2C=CC=CC=2)C2C=CC=CC=2)=CC=1. The product is [NH:20]1[C:28]2[C:23](=[CH:24][CH:25]=[C:26]([C:2]3[N:3]=[C:4]([NH:11][C:12]4[CH:13]=[N:14][N:15]([CH:17]([CH3:19])[CH3:18])[CH:16]=4)[C:5]4[N:6]([CH:8]=[CH:9][N:10]=4)[CH:7]=3)[CH:27]=2)[CH:22]=[N:21]1. The yield is 0.350. (5) The reactants are [C:1]([NH:9][C:10]([NH:12][C:13]1[CH:18]=[C:17]([N:19]([CH2:28][C:29]2[CH:34]=[CH:33][C:32]([CH3:35])=[CH:31][CH:30]=2)[CH2:20][C:21]2[CH:26]=[CH:25][C:24]([CH3:27])=[CH:23][CH:22]=2)[CH:16]=[CH:15][C:14]=1[O:36][CH3:37])=[S:11])(=[O:8])[C:2]1[CH:7]=[CH:6][CH:5]=[CH:4][CH:3]=1.BrBr. The catalyst is C(Cl)(Cl)Cl.C(OCC)(=O)C. The product is [CH3:35][C:32]1[CH:31]=[CH:30][C:29]([CH2:28][N:19]([CH2:20][C:21]2[CH:26]=[CH:25][C:24]([CH3:27])=[CH:23][CH:22]=2)[C:17]2[C:18]3[S:11][C:10]([NH:9][C:1](=[O:8])[C:2]4[CH:7]=[CH:6][CH:5]=[CH:4][CH:3]=4)=[N:12][C:13]=3[C:14]([O:36][CH3:37])=[CH:15][CH:16]=2)=[CH:34][CH:33]=1. The yield is 0.580. (6) The reactants are [H-].[Na+].[CH:3]1([S:6]([NH2:9])(=[O:8])=[O:7])[CH2:5][CH2:4]1.[CH3:10][S:11]([C:14]1[CH:19]=[CH:18][C:17]([C:20]2[CH:25]=[CH:24][CH:23]=[C:22]([CH:26]3[C:35]([CH3:37])([CH3:36])[CH2:34][C:33]4[C:28](=[CH:29][CH:30]=[C:31]([C:38](O)=[O:39])[CH:32]=4)[NH:27]3)[CH:21]=2)=[CH:16][CH:15]=1)(=[O:13])=[O:12].C(N1C=CN=C1)(N1C=CN=C1)=O. The catalyst is CN(C)C=O. The product is [CH3:10][S:11]([C:14]1[CH:15]=[CH:16][C:17]([C:20]2[CH:25]=[CH:24][CH:23]=[C:22]([CH:26]3[C:35]([CH3:37])([CH3:36])[CH2:34][C:33]4[C:28](=[CH:29][CH:30]=[C:31]([C:38]([NH:9][S:6]([CH:3]5[CH2:5][CH2:4]5)(=[O:8])=[O:7])=[O:39])[CH:32]=4)[NH:27]3)[CH:21]=2)=[CH:18][CH:19]=1)(=[O:13])=[O:12]. The yield is 0.200.